The task is: Predict the reaction yield, written as a fraction of the theoretical maximum amount of product (1.0 means a 100% yield; for example, 0.34 means a 34% yield).. This data is from Reaction yield outcomes from USPTO patents with 853,638 reactions. (1) The reactants are Cl.[Cl:2][C:3]1[N:7]2[CH:8]=[C:9]([C:16]([O:18]CC)=[CH2:17])[CH:10]=[C:11]([C:12]([F:15])([F:14])[F:13])[C:6]2=[N:5][C:4]=1[C:21]([N:23]1[CH2:27][CH2:26][CH:25]([C:28]2[CH:33]=[CH:32][CH:31]=[C:30]([F:34])[CH:29]=2)[CH2:24]1)=[O:22]. The catalyst is C1COCC1. The product is [Cl:2][C:3]1[N:7]2[CH:8]=[C:9]([C:16](=[O:18])[CH3:17])[CH:10]=[C:11]([C:12]([F:15])([F:13])[F:14])[C:6]2=[N:5][C:4]=1[C:21]([N:23]1[CH2:27][CH2:26][CH:25]([C:28]2[CH:33]=[CH:32][CH:31]=[C:30]([F:34])[CH:29]=2)[CH2:24]1)=[O:22]. The yield is 0.650. (2) The reactants are [Br:1][C:2]1[CH:3]=[C:4]([CH:6]=[C:7]([CH:9]([F:11])[F:10])[CH:8]=1)[NH2:5].[CH3:12][S:13](Cl)(=[O:15])=[O:14]. No catalyst specified. The product is [Br:1][C:2]1[CH:3]=[C:4]([NH:5][S:13]([CH3:12])(=[O:15])=[O:14])[CH:6]=[C:7]([CH:9]([F:10])[F:11])[CH:8]=1. The yield is 1.00. (3) The reactants are [Cl:1][CH2:2][CH2:3][CH2:4][O:5][C:6]1[CH:14]=[CH:13][C:9]([C:10]([NH2:12])=O)=[CH:8][CH:7]=1.COC1C=CC(P2(=S)SP(=S)(C3C=CC(OC)=CC=3)[S:24]2)=CC=1.O. The catalyst is C(Cl)(Cl)Cl.C1(C)C=CC=CC=1. The product is [Cl:1][CH2:2][CH2:3][CH2:4][O:5][C:6]1[CH:14]=[CH:13][C:9]([C:10](=[S:24])[NH2:12])=[CH:8][CH:7]=1. The yield is 0.850. (4) The reactants are [N+:1]([C:4]1[CH:5]=[N:6][CH:7]=[CH:8][C:9]=1[NH2:10])([O-:3])=[O:2].CC([O-])=O.[Na+].[Br:16]Br.C([O-])(O)=O.[Na+]. The catalyst is O.C(O)(=O)C. The product is [Br:16][C:8]1[CH:7]=[N:6][CH:5]=[C:4]([N+:1]([O-:3])=[O:2])[C:9]=1[NH2:10]. The yield is 0.770. (5) The reactants are [C:1]12([CH2:11][O:12][C:13]3[C:25]([CH:26]=[CH2:27])=[CH:24][C:16]([C:17]([O:19]C(C)(C)C)=[O:18])=[C:15]([F:28])[CH:14]=3)[CH2:10][CH:5]3[CH2:6][CH:7]([CH2:9][CH:3]([CH2:4]3)[CH2:2]1)[CH2:8]2.FC(F)(F)C(O)=O. The catalyst is ClCCl. The product is [C:1]12([CH2:11][O:12][C:13]3[C:25]([CH:26]=[CH2:27])=[CH:24][C:16]([C:17]([OH:19])=[O:18])=[C:15]([F:28])[CH:14]=3)[CH2:8][CH:7]3[CH2:6][CH:5]([CH2:4][CH:3]([CH2:9]3)[CH2:2]1)[CH2:10]2. The yield is 0.730. (6) The reactants are [CH3:1][S:2]([C:5]1[CH:10]=[CH:9][C:8]([OH:11])=[CH:7][CH:6]=1)(=[O:4])=[O:3].[H-].[Na+].[C:14]([O:18][C:19]([N:21]1[CH2:26][CH2:25][CH:24]([N:27]2[C:31]3=[N:32][C:33]([Cl:37])=[N:34][C:35](Cl)=[C:30]3[CH:29]=[N:28]2)[CH2:23][CH2:22]1)=[O:20])([CH3:17])([CH3:16])[CH3:15].[Cl-].[NH4+]. The catalyst is O1CCCC1. The product is [C:14]([O:18][C:19]([N:21]1[CH2:26][CH2:25][CH:24]([N:27]2[C:31]3=[N:32][C:33]([Cl:37])=[N:34][C:35]([O:11][C:8]4[CH:9]=[CH:10][C:5]([S:2]([CH3:1])(=[O:3])=[O:4])=[CH:6][CH:7]=4)=[C:30]3[CH:29]=[N:28]2)[CH2:23][CH2:22]1)=[O:20])([CH3:17])([CH3:15])[CH3:16]. The yield is 0.660. (7) The reactants are [N+:1]([C:4]1[CH:5]=[C:6]2[C:10](=[CH:11][CH:12]=1)[NH:9][NH:8][C:7]2=[O:13])([O-:3])=[O:2].Br[CH2:15][CH2:16][O:17][CH2:18][CH2:19][O:20][CH3:21].[I-].[K+].[OH-].[Na+]. The catalyst is O1CCOCC1.O. The product is [CH3:21][O:20][CH2:19][CH2:18][O:17][CH2:16][CH2:15][N:9]1[C:10]2[C:6](=[CH:5][C:4]([N+:1]([O-:3])=[O:2])=[CH:12][CH:11]=2)[C:7](=[O:13])[NH:8]1. The yield is 0.610. (8) The reactants are [C:1]([O:5][C:6]([C:8]1[CH:9]=[C:10]([C:22]#[C:23][Si](C)(C)C)[CH:11]=[C:12]2[C:17]=1[O:16][C:15]([CH3:19])([CH3:18])[CH2:14][C:13]2([CH3:21])[CH3:20])=[O:7])([CH3:4])([CH3:3])[CH3:2].C(=O)([O-])[O-].[K+].[K+]. The catalyst is CO. The product is [C:1]([O:5][C:6]([C:8]1[CH:9]=[C:10]([C:22]#[CH:23])[CH:11]=[C:12]2[C:17]=1[O:16][C:15]([CH3:19])([CH3:18])[CH2:14][C:13]2([CH3:21])[CH3:20])=[O:7])([CH3:4])([CH3:3])[CH3:2]. The yield is 0.970. (9) The reactants are [NH:1]([C:8]1[N:9]([C:21]2[CH:26]=[CH:25][CH:24]=[CH:23][CH:22]=2)[C:10]2[C:15]([C:16](=[O:18])[CH:17]=1)=[CH:14][C:13]([F:19])=[C:12](Cl)[N:11]=2)[C:2]1[CH:7]=[CH:6][CH:5]=[CH:4][CH:3]=1.[C:27]([O-:30])([O-])=[O:28].[Cs+].[Cs+].[CH3:33][CH2:34]O. The catalyst is CN(C=O)C.CC([O-])=O.CC([O-])=O.[Pd+2].C1C=CC(P(C2C=CC=CC=2)CCCP(C2C=CC=CC=2)C2C=CC=CC=2)=CC=1. The product is [NH:1]([C:8]1[N:9]([C:21]2[CH:26]=[CH:25][CH:24]=[CH:23][CH:22]=2)[C:10]2[N:11]=[C:12]([C:27]([O:30][CH2:33][CH3:34])=[O:28])[C:13]([F:19])=[CH:14][C:15]=2[C:16](=[O:18])[CH:17]=1)[C:2]1[CH:7]=[CH:6][CH:5]=[CH:4][CH:3]=1. The yield is 0.810. (10) The reactants are Cl[C:2]1[N:7]=[C:6]([CH2:8][OH:9])[CH:5]=[C:4]([NH:10][CH2:11][CH2:12][C:13]2[CH:18]=[CH:17][C:16]([O:19][CH3:20])=[CH:15][CH:14]=2)[N:3]=1.[CH3:21][O-:22].[Na+]. The catalyst is CO. The product is [CH3:21][O:22][C:2]1[N:7]=[C:6]([CH2:8][OH:9])[CH:5]=[C:4]([NH:10][CH2:11][CH2:12][C:13]2[CH:18]=[CH:17][C:16]([O:19][CH3:20])=[CH:15][CH:14]=2)[N:3]=1. The yield is 0.880.